This data is from HIV replication inhibition screening data with 41,000+ compounds from the AIDS Antiviral Screen. The task is: Binary Classification. Given a drug SMILES string, predict its activity (active/inactive) in a high-throughput screening assay against a specified biological target. (1) The compound is O=C(NCP(=O)(Oc1ccccc1)Oc1ccccc1)OCc1ccccc1. The result is 0 (inactive). (2) The compound is CC=CCOc1cc(NC(=S)OC(C)C)ccc1Cl.CC=CCOc1cc(NC(=S)OC(C)C)ccc1Cl. The result is 1 (active). (3) The drug is N#CC12CCC1C1CCCCC12N1CCSCC1. The result is 0 (inactive). (4) The drug is CCOC(=O)C(C)(C)Oc1ccc(Cl)cc1. The result is 0 (inactive).